Dataset: NCI-60 drug combinations with 297,098 pairs across 59 cell lines. Task: Regression. Given two drug SMILES strings and cell line genomic features, predict the synergy score measuring deviation from expected non-interaction effect. (1) Drug 1: C1CN1C2=NC(=NC(=N2)N3CC3)N4CC4. Drug 2: CC1C(C(CC(O1)OC2CC(CC3=C2C(=C4C(=C3O)C(=O)C5=CC=CC=C5C4=O)O)(C(=O)C)O)N)O. Cell line: U251. Synergy scores: CSS=59.2, Synergy_ZIP=1.58, Synergy_Bliss=0.866, Synergy_Loewe=6.15, Synergy_HSA=7.35. (2) Drug 1: CC(C1=C(C=CC(=C1Cl)F)Cl)OC2=C(N=CC(=C2)C3=CN(N=C3)C4CCNCC4)N. Drug 2: CCC1=CC2CC(C3=C(CN(C2)C1)C4=CC=CC=C4N3)(C5=C(C=C6C(=C5)C78CCN9C7C(C=CC9)(C(C(C8N6C)(C(=O)OC)O)OC(=O)C)CC)OC)C(=O)OC.C(C(C(=O)O)O)(C(=O)O)O. Cell line: KM12. Synergy scores: CSS=76.9, Synergy_ZIP=14.5, Synergy_Bliss=12.4, Synergy_Loewe=12.3, Synergy_HSA=18.0.